From a dataset of Catalyst prediction with 721,799 reactions and 888 catalyst types from USPTO. Predict which catalyst facilitates the given reaction. Reactant: [CH2:1]([O:8][C:9](=[O:37])[NH:10][CH:11]([C:13](=[O:36])[NH:14][C:15]1[N:16]([C:32]([CH3:35])([CH3:34])[CH3:33])[N:17]=[C:18]([C:20]2([C:26]3[CH:31]=[CH:30][CH:29]=[CH:28][CH:27]=3)[CH2:25][CH2:24][NH:23][CH2:22][CH2:21]2)[CH:19]=1)[CH3:12])[C:2]1[CH:7]=[CH:6][CH:5]=[CH:4][CH:3]=1.C=O.[CH3:40]C([O-])=O.[Na+].[BH3-]C#N.[Na+]. Product: [CH2:1]([O:8][C:9](=[O:37])[NH:10][CH:11]([C:13](=[O:36])[NH:14][C:15]1[N:16]([C:32]([CH3:33])([CH3:35])[CH3:34])[N:17]=[C:18]([C:20]2([C:26]3[CH:27]=[CH:28][CH:29]=[CH:30][CH:31]=3)[CH2:25][CH2:24][N:23]([CH3:40])[CH2:22][CH2:21]2)[CH:19]=1)[CH3:12])[C:2]1[CH:7]=[CH:6][CH:5]=[CH:4][CH:3]=1. The catalyst class is: 5.